Dataset: NCI-60 drug combinations with 297,098 pairs across 59 cell lines. Task: Regression. Given two drug SMILES strings and cell line genomic features, predict the synergy score measuring deviation from expected non-interaction effect. Drug 1: COC1=NC(=NC2=C1N=CN2C3C(C(C(O3)CO)O)O)N. Drug 2: CCN(CC)CCNC(=O)C1=C(NC(=C1C)C=C2C3=C(C=CC(=C3)F)NC2=O)C. Cell line: SF-295. Synergy scores: CSS=0.286, Synergy_ZIP=2.69, Synergy_Bliss=4.75, Synergy_Loewe=0.442, Synergy_HSA=-2.35.